This data is from NCI-60 drug combinations with 297,098 pairs across 59 cell lines. The task is: Regression. Given two drug SMILES strings and cell line genomic features, predict the synergy score measuring deviation from expected non-interaction effect. (1) Drug 1: CCCCCOC(=O)NC1=NC(=O)N(C=C1F)C2C(C(C(O2)C)O)O. Drug 2: CC1CCCC2(C(O2)CC(NC(=O)CC(C(C(=O)C(C1O)C)(C)C)O)C(=CC3=CSC(=N3)C)C)C. Cell line: RPMI-8226. Synergy scores: CSS=65.5, Synergy_ZIP=4.61, Synergy_Bliss=4.37, Synergy_Loewe=1.02, Synergy_HSA=5.09. (2) Drug 1: C1=CC(=CC=C1CCC2=CNC3=C2C(=O)NC(=N3)N)C(=O)NC(CCC(=O)O)C(=O)O. Drug 2: C1=C(C(=O)NC(=O)N1)F. Cell line: MALME-3M. Synergy scores: CSS=37.4, Synergy_ZIP=2.16, Synergy_Bliss=2.53, Synergy_Loewe=7.37, Synergy_HSA=7.89.